From a dataset of Forward reaction prediction with 1.9M reactions from USPTO patents (1976-2016). Predict the product of the given reaction. (1) Given the reactants Cl.[NH:2]([C:4]1[CH:11]=[CH:10][C:7]([C:8]#[N:9])=[CH:6][CH:5]=1)N.[CH2:12]1[CH2:19][C:17](=O)[C:15](=[O:16])[CH2:14][CH2:13]1, predict the reaction product. The product is: [O:16]=[C:15]1[C:14]2[NH:2][C:4]3[C:11](=[CH:10][C:7]([C:8]#[N:9])=[CH:6][CH:5]=3)[C:13]=2[CH2:12][CH2:19][CH2:17]1. (2) Given the reactants Br[C:2]1[CH:3]=[N:4][CH:5]=[CH:6][CH:7]=1.[Li]CCCC.[CH3:13][Si:14]([CH3:27])([CH3:26])[CH2:15][CH2:16][O:17][CH2:18][N:19]1[CH:23]=[C:22]([CH:24]=[O:25])[N:21]=[CH:20]1.C(OCC)(=O)C, predict the reaction product. The product is: [N:4]1[CH:5]=[CH:6][CH:7]=[C:2]([CH:24]([C:22]2[N:21]=[CH:20][N:19]([CH2:18][O:17][CH2:16][CH2:15][Si:14]([CH3:27])([CH3:26])[CH3:13])[CH:23]=2)[OH:25])[CH:3]=1. (3) Given the reactants [NH2:1][CH2:2][CH2:3][NH:4][C:5](=[O:31])[C:6]1[CH:11]=[CH:10][C:9]([S:12](=[O:30])(=[O:29])[NH:13][C:14]2[CH:19]=[CH:18][CH:17]=[CH:16][C:15]=2[O:20][C:21]2[CH:26]=[CH:25][C:24]([Cl:27])=[CH:23][C:22]=2[Cl:28])=[CH:8][CH:7]=1.[C:32]([O:36][C:37]([N:39]1[CH2:44][CH2:43][CH:42]([C:45](O)=[O:46])[CH2:41][CH2:40]1)=[O:38])([CH3:35])([CH3:34])[CH3:33], predict the reaction product. The product is: [C:32]([O:36][C:37]([N:39]1[CH2:44][CH2:43][CH:42]([C:45](=[O:46])[NH:1][CH2:2][CH2:3][NH:4][C:5](=[O:31])[C:6]2[CH:7]=[CH:8][C:9]([S:12](=[O:29])(=[O:30])[NH:13][C:14]3[CH:19]=[CH:18][CH:17]=[CH:16][C:15]=3[O:20][C:21]3[CH:26]=[CH:25][C:24]([Cl:27])=[CH:23][C:22]=3[Cl:28])=[CH:10][CH:11]=2)[CH2:41][CH2:40]1)=[O:38])([CH3:35])([CH3:34])[CH3:33]. (4) Given the reactants [C:1]([C:3]1[CH:8]=[CH:7][N:6]=[C:5]([O:9][C:10]2[CH:11]=[C:12]([CH3:26])[C:13]3[CH:17]([CH2:18][C:19]([O:21]CC)=[O:20])[O:16][B:15]([OH:24])[C:14]=3[CH:25]=2)[CH:4]=1)#[N:2].[OH-].[Na+], predict the reaction product. The product is: [C:1]([C:3]1[CH:8]=[CH:7][N:6]=[C:5]([O:9][C:10]2[CH:11]=[C:12]([CH3:26])[C:13]3[CH:17]([CH2:18][C:19]([OH:21])=[O:20])[O:16][B:15]([OH:24])[C:14]=3[CH:25]=2)[CH:4]=1)#[N:2]. (5) The product is: [Cl:15][C:13]1[CH:12]=[CH:11][CH:10]=[C:9]2[C:14]=1[C:6]([CH2:5][C:4]([OH:33])=[O:3])=[C:7]([C:16]1[CH:21]=[CH:20][C:19]([Cl:22])=[C:18]([S:23](=[O:32])(=[O:31])[NH:24][CH:25]3[CH2:26][CH2:27][CH2:28][CH2:29][CH2:30]3)[CH:17]=1)[NH:8]2. Given the reactants C([O:3][C:4](=[O:33])[CH2:5][C:6]1[C:14]2[C:9](=[CH:10][CH:11]=[CH:12][C:13]=2[Cl:15])[NH:8][C:7]=1[C:16]1[CH:21]=[CH:20][C:19]([Cl:22])=[C:18]([S:23](=[O:32])(=[O:31])[NH:24][CH:25]2[CH2:30][CH2:29][CH2:28][CH2:27][CH2:26]2)[CH:17]=1)C.O.[OH-].[Li+].[OH-].[K+], predict the reaction product.